Dataset: Forward reaction prediction with 1.9M reactions from USPTO patents (1976-2016). Task: Predict the product of the given reaction. (1) Given the reactants [CH3:1]/[C:2](/N)=[CH:3]\[C:4]#[N:5].Cl.[Cl:8][C:9]1[CH:10]=[C:11]([NH:15][NH2:16])[CH:12]=[CH:13][CH:14]=1, predict the reaction product. The product is: [Cl:8][C:9]1[CH:10]=[C:11]([N:15]2[C:4]([NH2:5])=[CH:3][C:2]([CH3:1])=[N:16]2)[CH:12]=[CH:13][CH:14]=1. (2) Given the reactants CO[C:3]([C:5]1[C:6]([OH:34])=[C:7]2[C:12](=[C:13]([C:15]3[S:19][CH:18]=[N:17][CH:16]=3)[N:14]=1)[N:11]([CH2:20][C:21]1[CH:26]=[CH:25][CH:24]=[CH:23][CH:22]=1)[C:10](=[O:27])[C:9]([C:28]1[CH:33]=[CH:32][CH:31]=[CH:30][CH:29]=1)=[CH:8]2)=[O:4].[NH2:35][CH2:36][CH2:37][C:38]([OH:40])=[O:39].C[O-].[Na+], predict the reaction product. The product is: [CH2:20]([N:11]1[C:12]2[C:7](=[C:6]([OH:34])[C:5]([C:3]([NH:35][CH2:36][CH2:37][C:38]([OH:40])=[O:39])=[O:4])=[N:14][C:13]=2[C:15]2[S:19][CH:18]=[N:17][CH:16]=2)[CH:8]=[C:9]([C:28]2[CH:33]=[CH:32][CH:31]=[CH:30][CH:29]=2)[C:10]1=[O:27])[C:21]1[CH:26]=[CH:25][CH:24]=[CH:23][CH:22]=1. (3) Given the reactants [CH3:1][O:2][C:3](=[O:12])[CH2:4][C@H:5]1[CH2:10][CH2:9][C@@H:8]([OH:11])[CH2:7][CH2:6]1.[H-].[Na+].I[CH3:16], predict the reaction product. The product is: [CH3:1][O:2][C:3](=[O:12])[CH2:4][C@H:5]1[CH2:10][CH2:9][C@@H:8]([O:11][CH3:16])[CH2:7][CH2:6]1. (4) Given the reactants O1CCOCC1.[CH2:7]([C:9]1[CH:14]=[CH:13][C:12]([C@@H:15]2[CH2:17][C@H:16]2[C:18]([O:20][CH2:21][CH3:22])=[O:19])=[CH:11][C:10]=1I)[CH3:8].[B:24]1([B:24]2[O:28][C:27]([CH3:30])([CH3:29])[C:26]([CH3:32])([CH3:31])[O:25]2)[O:28][C:27]([CH3:30])([CH3:29])[C:26]([CH3:32])([CH3:31])[O:25]1.C([O-])(=O)C.[K+], predict the reaction product. The product is: [CH2:7]([C:9]1[CH:14]=[CH:13][C:12]([C@@H:15]2[CH2:17][C@H:16]2[C:18]([O:20][CH2:21][CH3:22])=[O:19])=[CH:11][C:10]=1[B:24]1[O:28][C:27]([CH3:30])([CH3:29])[C:26]([CH3:32])([CH3:31])[O:25]1)[CH3:8]. (5) The product is: [Cl:1][C:2]1[CH:9]=[CH:8][C:5]([CH:6]([C:14]2[CH:15]=[CH:16][C:11]([CH3:19])=[CH:12][CH:13]=2)[NH2:7])=[C:4]([CH3:10])[CH:3]=1. Given the reactants [Cl:1][C:2]1[CH:9]=[CH:8][C:5]([C:6]#[N:7])=[C:4]([CH3:10])[CH:3]=1.[C:11]1([CH3:19])[CH:16]=[CH:15][C:14]([Mg]Br)=[CH:13][CH:12]=1.CO.[BH4-].[Na+], predict the reaction product. (6) Given the reactants [NH2:1][C:2]1[CH:7]=[C:6]([CH2:8][N:9]2[C:14]3[CH:15]=[CH:16][CH:17]=[CH:18][C:13]=3[C:12](=[O:19])[O:11][C:10]2=[O:20])[CH:5]=[CH:4][N:3]=1.[C:21]([O:24][CH2:25][C:26](Cl)=[O:27])(=[O:23])[CH3:22], predict the reaction product. The product is: [O:20]=[C:10]1[N:9]([CH2:8][C:6]2[CH:5]=[CH:4][N:3]=[C:2]([NH:1][C:26]([CH2:25][O:24][C:21](=[O:23])[CH3:22])=[O:27])[CH:7]=2)[C:14]2[CH:15]=[CH:16][CH:17]=[CH:18][C:13]=2[C:12](=[O:19])[O:11]1. (7) Given the reactants [CH:1]1([N:6]2[C:15]3[N:14]=[C:13]([NH:16][C:17]4[CH:18]=[CH:19][C:20]([C:28]([OH:30])=O)=[C:21]5[C:25]=4[O:24][C:23]([CH3:27])([CH3:26])[CH2:22]5)[N:12]=[CH:11][C:10]=3[N:9]([CH3:31])[C:8](=[O:32])[C@H:7]2[CH2:33][CH3:34])[CH2:5][CH2:4][CH2:3][CH2:2]1.[NH2:35][CH2:36][C@H:37]([OH:46])[CH2:38][N:39]1[CH2:44][CH2:43][N:42]([CH3:45])[CH2:41][CH2:40]1.F[B-](F)(F)F.N1(OC(N(C)C)=[N+](C)C)C2C=CC=CC=2N=N1.C(N(C(C)C)CC)(C)C.C(=O)(O)[O-].[Na+], predict the reaction product. The product is: [CH:1]1([N:6]2[C:15]3[N:14]=[C:13]([NH:16][C:17]4[CH:18]=[CH:19][C:20]([C:28]([NH:35][CH2:36][C@H:37]([OH:46])[CH2:38][N:39]5[CH2:40][CH2:41][N:42]([CH3:45])[CH2:43][CH2:44]5)=[O:30])=[C:21]5[C:25]=4[O:24][C:23]([CH3:26])([CH3:27])[CH2:22]5)[N:12]=[CH:11][C:10]=3[N:9]([CH3:31])[C:8](=[O:32])[C@H:7]2[CH2:33][CH3:34])[CH2:2][CH2:3][CH2:4][CH2:5]1.